From a dataset of Catalyst prediction with 721,799 reactions and 888 catalyst types from USPTO. Predict which catalyst facilitates the given reaction. (1) Reactant: [CH3:1][O:2][C:3]([NH:5][C@@H:6](C(C1C=CC=CC=1)C1C=CC=CC=1)[C:7](O)=[O:8])=[O:4].CN(C(ON1N=N[C:33]2[CH:34]=[CH:35][CH:36]=N[C:32]1=2)=[N+](C)C)C.F[P-](F)(F)(F)(F)F.N1[C:52]([CH3:53])=[CH:51][CH:50]=[CH:49][C:48]=1[CH3:54].[NH2:55][C:56]1[CH:61]=[CH:60][CH:59]=[CH:58][C:57]=1[CH2:62][CH2:63][C@H:64]1[N:69]([C:70]([O:72][C:73]([CH3:76])([CH3:75])[CH3:74])=[O:71])[CH2:68][C@@H:67]([CH2:77][CH2:78][C:79]2[CH:84]=[CH:83][CH:82]=[CH:81][C:80]=2[NH:85][C:86](=[O:106])[C@@H:87]([NH:101][C:102]([O:104][CH3:105])=[O:103])[CH:88]([C:95]2[CH:100]=[CH:99][CH:98]=[CH:97][CH:96]=2)[C:89]2[CH:94]=[CH:93][CH:92]=[CH:91][CH:90]=2)[O:66][CH2:65]1.[C:107](=O)(O)[O-].[Na+]. Product: [CH3:105][O:104][C:102]([NH:101][C@@H:87]([CH:88]([C:95]1[CH:100]=[CH:99][CH:98]=[CH:97][CH:96]=1)[C:89]1[CH:90]=[CH:91][CH:92]=[CH:93][CH:94]=1)[C:86]([NH:85][C:80]1[CH:81]=[CH:82][CH:83]=[CH:84][C:79]=1[CH2:78][CH2:77][C@H:67]1[O:66][CH2:65][C@@H:64]([CH2:63][CH2:62][C:57]2[CH:58]=[CH:59][CH:60]=[CH:61][C:56]=2[NH:55][C:7](=[O:8])[C@@H:6]([NH:5][C:3]([O:2][CH3:1])=[O:4])[CH:48]([C:54]2[CH:36]=[CH:35][CH:34]=[CH:33][CH:32]=2)[C:49]2[CH:107]=[CH:53][CH:52]=[CH:51][CH:50]=2)[N:69]([C:70]([O:72][C:73]([CH3:74])([CH3:75])[CH3:76])=[O:71])[CH2:68]1)=[O:106])=[O:103]. The catalyst class is: 39. (2) Reactant: [CH3:1][O:2][C:3]1[CH:11]=[C:10]2[C:6]([CH:7]=[CH:8][NH:9]2)=[C:5]2[CH:12]([CH3:24])[N:13]([C:17]([O:19][C:20]([CH3:23])([CH3:22])[CH3:21])=[O:18])[CH2:14][CH2:15][O:16][C:4]=12.[H-].[Na+].[CH3:27][O:28][C:29]1[CH:34]=[CH:33][C:32]([CH3:35])=[CH:31][C:30]=1[S:36](Cl)(=[O:38])=[O:37]. Product: [CH3:1][O:2][C:3]1[CH:11]=[C:10]2[C:6]([CH:7]=[CH:8][N:9]2[S:36]([C:30]2[CH:31]=[C:32]([CH3:35])[CH:33]=[CH:34][C:29]=2[O:28][CH3:27])(=[O:38])=[O:37])=[C:5]2[CH:12]([CH3:24])[N:13]([C:17]([O:19][C:20]([CH3:23])([CH3:22])[CH3:21])=[O:18])[CH2:14][CH2:15][O:16][C:4]=12. The catalyst class is: 18. (3) Reactant: [CH3:1][O:2][C:3](=[O:15])[C:4]1[CH:9]=[CH:8][CH:7]=[C:6]([NH:10][C:11](=[O:14])[CH2:12]Br)[CH:5]=1.[CH:16]([C:19]1[CH:24]=[CH:23][C:22]([OH:25])=[CH:21][C:20]=1[CH3:26])([CH3:18])[CH3:17].C(=O)([O-])[O-].[K+].[K+]. Product: [CH:16]([C:19]1[CH:24]=[CH:23][C:22]([O:25][CH2:12][C:11]([NH:10][C:6]2[CH:5]=[C:4]([CH:9]=[CH:8][CH:7]=2)[C:3]([O:2][CH3:1])=[O:15])=[O:14])=[CH:21][C:20]=1[CH3:26])([CH3:18])[CH3:17]. The catalyst class is: 131. (4) The catalyst class is: 3. Product: [Br:9][C:10]1[N:11]=[C:12]([C:19]([C:21]2[CH:22]=[C:23]3[C:28](=[CH:29][CH:30]=2)[N:27]([CH3:1])[C:26](=[O:31])[N:25]([CH2:32][C:33]2[CH:34]=[CH:35][C:36]([F:39])=[CH:37][CH:38]=2)[C:24]3=[O:40])=[O:20])[N:13]2[CH:18]=[CH:17][CH:16]=[CH:15][C:14]=12. Reactant: [C:1](=O)([O-])[O-].[Cs+].[Cs+].CI.[Br:9][C:10]1[N:11]=[C:12]([C:19]([C:21]2[CH:22]=[C:23]3[C:28](=[CH:29][CH:30]=2)[NH:27][C:26](=[O:31])[N:25]([CH2:32][C:33]2[CH:38]=[CH:37][C:36]([F:39])=[CH:35][CH:34]=2)[C:24]3=[O:40])=[O:20])[N:13]2[CH:18]=[CH:17][CH:16]=[CH:15][C:14]=12. (5) Reactant: Br[C:2]1[CH:24]=[C:23]([F:25])[CH:22]=[CH:21][C:3]=1[O:4][CH2:5][C:6]([N:8]([CH:18]([CH3:20])[CH3:19])[NH:9][C:10](=[O:17])[C:11]1[CH:16]=[CH:15][CH:14]=[CH:13][CH:12]=1)=[O:7].C([O-])([O-])=O.[Na+].[Na+].[CH2:32]([C:34]1[CH:39]=[CH:38][CH:37]=[CH:36][C:35]=1B(O)O)[CH3:33]. Product: [CH2:32]([C:34]1[CH:39]=[CH:38][CH:37]=[CH:36][C:35]=1[C:2]1[CH:24]=[C:23]([F:25])[CH:22]=[CH:21][C:3]=1[O:4][CH2:5][C:6]([N:8]([CH:18]([CH3:20])[CH3:19])[NH:9][C:10](=[O:17])[C:11]1[CH:16]=[CH:15][CH:14]=[CH:13][CH:12]=1)=[O:7])[CH3:33]. The catalyst class is: 57. (6) The catalyst class is: 66. Product: [Cl:23][C:7]1[CH:8]=[C:9]2[C:4](=[CH:5][C:6]=1[F:24])[N:3]=[C:2]([N:29]1[CH2:30][CH2:31][CH2:32][C:27]([F:33])([F:26])[CH2:28]1)[C:11]([C:12]1[N:16]=[N:15][NH:14][N:13]=1)=[C:10]2[C:17]1[CH:22]=[CH:21][CH:20]=[CH:19][CH:18]=1. Reactant: Cl[C:2]1[C:11]([C:12]2[NH:16][N:15]=[N:14][N:13]=2)=[C:10]([C:17]2[CH:22]=[CH:21][CH:20]=[CH:19][CH:18]=2)[C:9]2[C:4](=[CH:5][C:6]([F:24])=[C:7]([Cl:23])[CH:8]=2)[N:3]=1.Cl.[F:26][C:27]1([F:33])[CH2:32][CH2:31][CH2:30][NH:29][CH2:28]1. (7) Reactant: Br[C:2]1[CH:9]=[CH:8][C:5]([CH:6]=[O:7])=[CH:4][CH:3]=1.[CH:10]1(B(O)O)[CH2:12][CH2:11]1.C1(P(C2C=CC=CC=2)C2C=CC=CC=2)C=CC=CC=1.C1(C)C=CC=CC=1. Product: [CH:10]1([C:2]2[CH:9]=[CH:8][C:5]([CH:6]=[O:7])=[CH:4][CH:3]=2)[CH2:12][CH2:11]1. The catalyst class is: 713.